Task: Predict the reactants needed to synthesize the given product.. Dataset: Full USPTO retrosynthesis dataset with 1.9M reactions from patents (1976-2016) (1) Given the product [CH2:12]([S:14][C:15]1[CH:23]=[C:22]([C:24]([F:26])([F:25])[F:27])[CH:21]=[CH:20][C:16]=1[C:17]([NH:1][C:2]1[CH:7]=[CH:6][C:5]([C:8]([F:9])([F:11])[F:10])=[CH:4][N:3]=1)=[O:18])[CH3:13], predict the reactants needed to synthesize it. The reactants are: [NH2:1][C:2]1[CH:7]=[CH:6][C:5]([C:8]([F:11])([F:10])[F:9])=[CH:4][N:3]=1.[CH2:12]([S:14][C:15]1[CH:23]=[C:22]([C:24]([F:27])([F:26])[F:25])[CH:21]=[CH:20][C:16]=1[C:17](O)=[O:18])[CH3:13].CCN=C=NCCCN(C)C.Cl.C1C=CC2N(O)N=NC=2C=1.C(=O)(O)[O-].[Na+]. (2) Given the product [Cl:44][C:43]1[CH:7]=[CH:8][CH:3]=[CH:4][C:5]=1[C@:3]1([CH2:2][N:37]2[CH2:38][CH2:39][CH2:40][C:35]([CH3:41])([CH3:34])[CH2:36]2)[CH:4]=[CH:5][C:6]([CH2:9][N:10]2[CH2:13][C:12](=[C:14]([C:19]3[CH:20]=[C:21]([F:26])[CH:22]=[C:23]([F:25])[CH:24]=3)[S:15]([CH3:18])(=[O:17])=[O:16])[CH2:11]2)=[CH:7][CH2:8]1, predict the reactants needed to synthesize it. The reactants are: Cl[CH2:2][C:3]1[CH:8]=[CH:7][C:6]([C@H:9](C2C=CC(Cl)=CC=2)[N:10]2[CH2:13][C:12](=[C:14]([C:19]3[CH:24]=[C:23]([F:25])[CH:22]=[C:21]([F:26])[CH:20]=3)[S:15]([CH3:18])(=[O:17])=[O:16])[CH2:11]2)=[CH:5][CH:4]=1.[CH3:34][C:35]1([CH3:41])[CH2:40][CH2:39][CH2:38][NH:37][CH2:36]1.Cl[CH2:43][Cl:44]. (3) The reactants are: [C:1]([O:5][C:6]([C:8]1[O:9][C:10]2[CH:17]=[CH:16][CH:15]=[C:14]([OH:18])[C:11]=2[C:12]=1[CH3:13])=[O:7])([CH3:4])([CH3:3])[CH3:2].[N:19]1[CH:24]=[CH:23][CH:22]=[C:21]([CH2:25]Cl)[CH:20]=1.CN(C=O)C. Given the product [C:1]([O:5][C:6]([C:8]1[O:9][C:10]2[CH:17]=[CH:16][CH:15]=[C:14]([O:18][CH2:25][C:21]3[CH:20]=[N:19][CH:24]=[CH:23][CH:22]=3)[C:11]=2[C:12]=1[CH3:13])=[O:7])([CH3:4])([CH3:2])[CH3:3], predict the reactants needed to synthesize it. (4) Given the product [Cl:17][C:18]1[CH:23]=[CH:22][C:21]([C:2]2[C:11]3[CH2:10][CH2:9][CH2:8][CH:7]([NH:12][C:13](=[O:16])[CH2:14][CH3:15])[C:6]=3[CH:5]=[N:4][CH:3]=2)=[CH:20][CH:19]=1, predict the reactants needed to synthesize it. The reactants are: Br[C:2]1[C:11]2[CH2:10][CH2:9][CH2:8][CH:7]([NH:12][C:13](=[O:16])[CH2:14][CH3:15])[C:6]=2[CH:5]=[N:4][CH:3]=1.[Cl:17][C:18]1[CH:23]=[CH:22][C:21](B(O)O)=[CH:20][CH:19]=1. (5) Given the product [F:27][C:24]1[CH:23]=[CH:22][C:21]([N:19]2[CH:20]=[C:16]([CH2:15][NH:14][C:12](=[O:13])[C@@H:11]([NH:10][C:9]([C@H:8]3[O:7][C@@H:6]3[C:4]([OH:5])=[O:3])=[O:34])[CH2:28][C:29]3[N:30]=[CH:31][S:32][CH:33]=3)[N:17]=[N:18]2)=[CH:26][CH:25]=1, predict the reactants needed to synthesize it. The reactants are: C([O:3][C:4]([C@@H:6]1[C@@H:8]([C:9](=[O:34])[NH:10][C@@H:11]([CH2:28][C:29]2[N:30]=[CH:31][S:32][CH:33]=2)[C:12]([NH:14][CH2:15][C:16]2[N:17]=[N:18][N:19]([C:21]3[CH:26]=[CH:25][C:24]([F:27])=[CH:23][CH:22]=3)[CH:20]=2)=[O:13])[O:7]1)=[O:5])C.[Li+].[OH-].